From a dataset of Reaction yield outcomes from USPTO patents with 853,638 reactions. Predict the reaction yield, written as a fraction of the theoretical maximum amount of product (1.0 means a 100% yield; for example, 0.34 means a 34% yield). The product is [CH2:5]([O:28][C:29]1[CH:30]=[CH:13][C:12]([Br:14])=[CH:11][CH:10]=1)[CH2:4][CH2:3][CH3:2]. The yield is 0.930. The reactants are S1[CH:5]=[CH:4][CH:3]=[C:2]1B(O)O.[Li+].[CH3:10][CH2:11][CH2:12][CH2-:13].[Br-:14].[Li+].CSSC.OOS([O-])=O.[K+].C([O:28][CH2:29][CH3:30])C. No catalyst specified.